This data is from Rat liver microsome stability data. The task is: Regression/Classification. Given a drug SMILES string, predict its absorption, distribution, metabolism, or excretion properties. Task type varies by dataset: regression for continuous measurements (e.g., permeability, clearance, half-life) or binary classification for categorical outcomes (e.g., BBB penetration, CYP inhibition). Dataset: rlm. (1) The drug is CCCc1nc(C(C)(C)O)c(C(=O)OCc2oc(=O)oc2C)n1Cc1ccc(-c2ccccc2-c2nn[nH]n2)cc1. The result is 1 (stable in rat liver microsomes). (2) The compound is CC(C)(C#Cc1ccc(NC(=O)CSc2nnnn2-c2ccc(C3CC3)cc2Cl)c(Cl)c1)OCC(=O)O. The result is 1 (stable in rat liver microsomes). (3) The molecule is O=S(=O)(Nc1nc2ccccc2s1)c1ccc(NCc2cccc(Cl)c2O)cc1. The result is 0 (unstable in rat liver microsomes). (4) The molecule is N#Cc1cccc(NC(=O)c2sc3nc4c(cc3c2N)N2CCC4CC2)c1. The result is 1 (stable in rat liver microsomes). (5) The compound is CNC(=O)NCC(O)CN1[C@@H]2CC[C@H]1C[C@@H](NC(=O)c1cc3ccccc3n(C(C)C)c1=O)C2. The result is 0 (unstable in rat liver microsomes). (6) The molecule is Cc1ccc(S(=O)(=O)Nc2cc(F)ccc2C(=O)Nc2nc(-c3ccccc3)cs2)cc1. The result is 1 (stable in rat liver microsomes). (7) The molecule is CC1=C(C(=O)Nc2ccccc2)C(c2ccc[nH]2)n2ncnc2N1. The result is 0 (unstable in rat liver microsomes).